This data is from Reaction yield outcomes from USPTO patents with 853,638 reactions. The task is: Predict the reaction yield, written as a fraction of the theoretical maximum amount of product (1.0 means a 100% yield; for example, 0.34 means a 34% yield). (1) The reactants are [CH2:1]([C:3]([C:8]1[C:9]([CH2:14][OH:15])=[N:10][CH:11]=[CH:12][CH:13]=1)([O:6][CH3:7])[CH2:4][CH3:5])[CH3:2]. The catalyst is O=[Mn]=O.C(Cl)Cl. The product is [CH2:1]([C:3]([C:8]1[C:9]([CH:14]=[O:15])=[N:10][CH:11]=[CH:12][CH:13]=1)([O:6][CH3:7])[CH2:4][CH3:5])[CH3:2]. The yield is 0.460. (2) The reactants are CC(C)([O-])C.[K+].[F:7][C:8]1[CH:18]=[CH:17][C:11]2[NH:12][C@@H:13]([CH3:16])[CH2:14][O:15][C:10]=2[C:9]=1[F:19].C(O[CH:23]=[C:24]([C:30]([O:32][CH2:33][CH3:34])=[O:31])[C:25]([O:27][CH2:28][CH3:29])=[O:26])C. The catalyst is CN(C=O)C. The product is [F:7][C:8]1[CH:18]=[CH:17][C:11]2[N:12]([CH:23]=[C:24]([C:25]([O:27][CH2:28][CH3:29])=[O:26])[C:30]([O:32][CH2:33][CH3:34])=[O:31])[C@@H:13]([CH3:16])[CH2:14][O:15][C:10]=2[C:9]=1[F:19]. The yield is 0.880. (3) The reactants are [CH2:1]([O:3][C:4]1[CH:5]=[C:6]([C:20]2[CH:25]=[CH:24][C:23]([CH2:26][C:27]([NH:29][C:30]3[N:34]([CH3:35])[N:33]=[C:32]([C:36]([CH3:42])([CH3:41])[C:37]([F:40])([F:39])[F:38])[CH:31]=3)=[O:28])=[C:22]([F:43])[CH:21]=2)[CH:7]=[N:8][C:9]=1[O:10]CC1C=CC(OC)=CC=1)[CH3:2].C(Cl)[Cl:45]. The catalyst is C(O)(C(F)(F)F)=O. The product is [ClH:45].[CH2:1]([O:3][C:4]1[C:9](=[O:10])[NH:8][CH:7]=[C:6]([C:20]2[CH:25]=[CH:24][C:23]([CH2:26][C:27]([NH:29][C:30]3[N:34]([CH3:35])[N:33]=[C:32]([C:36]([CH3:42])([CH3:41])[C:37]([F:39])([F:40])[F:38])[CH:31]=3)=[O:28])=[C:22]([F:43])[CH:21]=2)[CH:5]=1)[CH3:2]. The yield is 0.639. (4) The reactants are [CH:1]1([CH:4]([O:6][C:7](=[O:39])[NH:8][C:9]2[CH:14]=[CH:13][C:12]([C:15]3[N:16]([CH:35]4[CH2:38][CH2:37][CH2:36]4)[C:17]4[C:22]([C:23]=3[C:24]#[N:25])=[CH:21][CH:20]=[C:19](B3OC(C)(C)C(C)(C)O3)[CH:18]=4)=[CH:11][CH:10]=2)[CH3:5])[CH2:3][CH2:2]1.Cl[C:41]1[N:46]=[CH:45][CH:44]=[CH:43][N:42]=1.[F-].[Cs+]. The catalyst is COCCOC.CCOC(C)=O.C1C=CC([P]([Pd]([P](C2C=CC=CC=2)(C2C=CC=CC=2)C2C=CC=CC=2)([P](C2C=CC=CC=2)(C2C=CC=CC=2)C2C=CC=CC=2)[P](C2C=CC=CC=2)(C2C=CC=CC=2)C2C=CC=CC=2)(C2C=CC=CC=2)C2C=CC=CC=2)=CC=1. The product is [CH:1]1([CH:4]([O:6][C:7](=[O:39])[NH:8][C:9]2[CH:14]=[CH:13][C:12]([C:15]3[N:16]([CH:35]4[CH2:38][CH2:37][CH2:36]4)[C:17]4[C:22]([C:23]=3[C:24]#[N:25])=[CH:21][CH:20]=[C:19]([C:41]3[N:46]=[CH:45][CH:44]=[CH:43][N:42]=3)[CH:18]=4)=[CH:11][CH:10]=2)[CH3:5])[CH2:2][CH2:3]1. The yield is 0.820.